Dataset: Forward reaction prediction with 1.9M reactions from USPTO patents (1976-2016). Task: Predict the product of the given reaction. (1) Given the reactants [Cl:1][C:2]12[CH2:11][CH:6]3[CH2:7][CH:8]([CH2:10][CH:4]([CH:5]3[OH:12])[CH2:3]1)[CH2:9]2.CC(C)([O-])C.[K+].[Cl:19][C:20]1[C:21](F)=[CH:22][C:23]([F:29])=[C:24]([CH:28]=1)[C:25]([OH:27])=[O:26].Cl, predict the reaction product. The product is: [Cl:19][C:20]1[C:21]([O:12][CH:5]2[CH:4]3[CH2:10][CH:8]4[CH2:9][C:2]([Cl:1])([CH2:11][CH:6]2[CH2:7]4)[CH2:3]3)=[CH:22][C:23]([F:29])=[C:24]([CH:28]=1)[C:25]([OH:27])=[O:26]. (2) Given the reactants F[C:2]1[CH:3]=[C:4]([CH:7]=[CH:8][C:9]=1[N+:10]([O-:12])=[O:11])[C:5]#[N:6].Cl.[CH:14]1([NH2:18])[CH2:17][CH2:16][CH2:15]1.C(N(C(C)C)CC)(C)C, predict the reaction product. The product is: [CH:14]1([NH:18][C:2]2[CH:3]=[C:4]([CH:7]=[CH:8][C:9]=2[N+:10]([O-:12])=[O:11])[C:5]#[N:6])[CH2:17][CH2:16][CH2:15]1.